This data is from Full USPTO retrosynthesis dataset with 1.9M reactions from patents (1976-2016). The task is: Predict the reactants needed to synthesize the given product. (1) Given the product [Br:15][C:16]1[CH:26]=[CH:25][C:19]2[C:20]([CH2:23][NH:5][C:4]3[CH:6]=[C:7]([C:10]4[O:14][CH:13]=[N:12][CH:11]=4)[CH:8]=[CH:9][C:3]=3[O:2][CH3:1])=[CH:21][S:22][C:18]=2[C:17]=1[CH3:27], predict the reactants needed to synthesize it. The reactants are: [CH3:1][O:2][C:3]1[CH:9]=[CH:8][C:7]([C:10]2[O:14][CH:13]=[N:12][CH:11]=2)=[CH:6][C:4]=1[NH2:5].[Br:15][C:16]1[CH:26]=[CH:25][C:19]2[C:20]([CH:23]=O)=[CH:21][S:22][C:18]=2[C:17]=1[CH3:27]. (2) Given the product [C:17]([CH:51]([NH2:52])[CH2:50][NH:60][C:61](=[O:79])[C:62]1[CH:67]=[CH:66][C:65]([C:68]#[CH:69])=[CH:64][CH:63]=1)([C:14]1[CH:13]=[CH:12][CH:11]=[CH:16][CH:15]=1)([C:19]1[CH:20]=[CH:21][CH:22]=[CH:23][CH:24]=1)[C:42]1[CH:41]=[CH:40][CH:39]=[CH:38][CH:37]=1, predict the reactants needed to synthesize it. The reactants are: O[C@H](C)[C@H](NC([C:11]1[CH:16]=[CH:15][C:14]([C:17]([C:19]2[CH:24]=[CH:23][CH:22]=[CH:21][CH:20]=2)=O)=[CH:13][CH:12]=1)=O)C(OC)=O.CCN=C=NCCCN(C)C.[CH:37]1[CH:38]=[CH:39][C:40]2N(O)N=N[C:41]=2[CH:42]=1.COC(=O)[CH:50]([NH:60][C:61](=[O:79])[C:62]1[CH:67]=[CH:66][C:65]([C:68]#[C:69]C#CC2C=CC(N)=CC=2)=[CH:64][CH:63]=1)[CH2:51][NH:52]C(OC(C)(C)C)=O.CCN(C(C)C)C(C)C. (3) Given the product [CH3:1][C:2]1[O:6][C:5]([CH2:7][CH2:8][CH2:9][CH:10]2[CH2:11][CH2:12][NH:13][CH2:14][CH2:15]2)=[N:4][N:3]=1, predict the reactants needed to synthesize it. The reactants are: [CH3:1][C:2]1[O:6][C:5]([CH2:7][CH2:8][CH2:9][CH:10]2[CH2:15][CH2:14][N:13](C(OC(C)(C)C)=O)[CH2:12][CH2:11]2)=[N:4][N:3]=1.C(O)(C(F)(F)F)=O. (4) The reactants are: CC1(C)[NH:7][C:6]2[CH:8]=[C:9]([C:11]3[CH:12]=[N:13][NH:14][C:15]=3[CH3:16])[S:10][C:5]=2[C:4](=[O:17])[NH:3]1.Cl.C([O-])(O)=O.[Na+]. Given the product [NH2:7][C:6]1[CH:8]=[C:9]([C:11]2[CH:12]=[N:13][NH:14][C:15]=2[CH3:16])[S:10][C:5]=1[C:4]([NH2:3])=[O:17], predict the reactants needed to synthesize it. (5) Given the product [OH:8][NH:9][C:10]([C@H:12]1[C@H:15]([CH2:16][CH3:17])[CH2:14][N:13]1[C:18](=[O:32])[C:19]1[CH:24]=[C:23]([CH2:25][CH2:26][CH3:27])[C:22]([O:28][CH3:29])=[C:21]([O:30][CH3:31])[CH:20]=1)=[O:11], predict the reactants needed to synthesize it. The reactants are: C([O:8][NH:9][C:10]([C@H:12]1[C@H:15]([CH2:16][CH3:17])[CH2:14][N:13]1[C:18](=[O:32])[C:19]1[CH:24]=[C:23]([CH2:25][CH2:26][CH3:27])[C:22]([O:28][CH3:29])=[C:21]([O:30][CH3:31])[CH:20]=1)=[O:11])C1C=CC=CC=1.[H][H]. (6) Given the product [F:46][C:4]1[CH:21]=[C:20]([NH:22][CH2:23][C:24]2[N:35]=[C:34]3[C:27]([N:28]=[C:29]([NH:31][C:32]3=[O:33])[NH2:30])=[N:26][CH:25]=2)[CH:19]=[CH:18][C:5]=1[C:6](=[O:17])[NH:7][C@H:8]([C:14]([OH:16])=[O:15])[CH2:9][CH2:10][C:11]([OH:13])=[O:12], predict the reactants needed to synthesize it. The reactants are: [N+]([C:4]1[CH:21]=[C:20]([NH:22][CH2:23][C:24]2[N:35]=[C:34]3[C:27]([N:28]=[C:29]([NH:31][C:32]3=[O:33])[NH2:30])=[N:26][CH:25]=2)[CH:19]=[CH:18][C:5]=1[C:6](=[O:17])[NH:7][C@H:8]([C:14]([OH:16])=[O:15])[CH2:9][CH2:10][C:11]([OH:13])=[O:12])([O-])=O.NC1C=CC(C(O)=O)=C([F:46])C=1. (7) Given the product [Cl:37][C:33]1[CH:32]=[C:31]([CH:36]=[CH:35][CH:34]=1)[CH2:30][CH2:29][C:21]1[C:20]2[C:25](=[CH:26][CH:27]=[C:18]([C:16]([C:15]3[CH:38]=[CH:39][C:12]([Cl:11])=[CH:13][CH:14]=3)([OH:17])[C:2]3[S:1][CH:5]=[CH:4][N:3]=3)[CH:19]=2)[NH:24][C:23](=[O:28])[CH:22]=1, predict the reactants needed to synthesize it. The reactants are: [S:1]1[CH:5]=[CH:4][N:3]=[CH:2]1.C([Li])CCC.[Cl:11][C:12]1[CH:39]=[CH:38][C:15]([C:16]([C:18]2[CH:19]=[C:20]3[C:25](=[CH:26][CH:27]=2)[NH:24][C:23](=[O:28])[CH:22]=[C:21]3[CH2:29][CH2:30][C:31]2[CH:36]=[CH:35][CH:34]=[C:33]([Cl:37])[CH:32]=2)=[O:17])=[CH:14][CH:13]=1.